From a dataset of Catalyst prediction with 721,799 reactions and 888 catalyst types from USPTO. Predict which catalyst facilitates the given reaction. (1) Reactant: C([O:3][C:4](=[O:37])[C:5]([CH3:36])([O:7][C:8]1[CH:13]=[CH:12][C:11]([O:14][CH2:15][CH2:16][CH:17]([O:19][C:20]2[CH:29]=[CH:28][C:27]3[C:22](=[CH:23][C:24]([C:30]4[CH:35]=[CH:34][CH:33]=[CH:32][CH:31]=4)=[CH:25][CH:26]=3)[CH:21]=2)[CH3:18])=[CH:10][CH:9]=1)[CH3:6])C.[OH-].[Na+]. Product: [CH3:6][C:5]([O:7][C:8]1[CH:9]=[CH:10][C:11]([O:14][CH2:15][CH2:16][CH:17]([O:19][C:20]2[CH:29]=[CH:28][C:27]3[C:22](=[CH:23][C:24]([C:30]4[CH:35]=[CH:34][CH:33]=[CH:32][CH:31]=4)=[CH:25][CH:26]=3)[CH:21]=2)[CH3:18])=[CH:12][CH:13]=1)([CH3:36])[C:4]([OH:37])=[O:3]. The catalyst class is: 8. (2) Reactant: [Cl:1][C:2]1[C:3]([N:8]2[CH2:13][CH2:12][NH:11][CH2:10][CH2:9]2)=[N:4][CH:5]=[CH:6][N:7]=1.[CH3:14][C:15]1[N:19]([C:20]2[CH:25]=[CH:24][CH:23]=[CH:22][CH:21]=2)[N:18]=[CH:17][C:16]=1[CH:26]=O.C(O[BH-](OC(=O)C)OC(=O)C)(=O)C.[Na+]. Product: [Cl:1][C:2]1[C:3]([N:8]2[CH2:9][CH2:10][N:11]([CH2:26][C:16]3[CH:17]=[N:18][N:19]([C:20]4[CH:25]=[CH:24][CH:23]=[CH:22][CH:21]=4)[C:15]=3[CH3:14])[CH2:12][CH2:13]2)=[N:4][CH:5]=[CH:6][N:7]=1. The catalyst class is: 7. (3) Reactant: [CH3:1][O:2][C:3]1[C:11]([N+:12]([O-:14])=[O:13])=[CH:10][CH:9]=[CH:8][C:4]=1[C:5]([OH:7])=O.[C:15]([NH:18][NH2:19])(=[O:17])[CH3:16].C(N(C(C)C)CC)(C)C.F[P-](F)(F)(F)(F)F.N1(O[P+](N(C)C)(N(C)C)N(C)C)C2C=CC=CC=2N=N1. Product: [C:15]([NH:18][NH:19][C:5](=[O:7])[C:4]1[CH:8]=[CH:9][CH:10]=[C:11]([N+:12]([O-:14])=[O:13])[C:3]=1[O:2][CH3:1])(=[O:17])[CH3:16]. The catalyst class is: 18. (4) Reactant: [OH:1][C:2]1[CH:7]=[CH:6][C:5]([C:8]2[CH:13]=[CH:12][C:11]([C:14]([OH:16])=[O:15])=[CH:10][CH:9]=2)=[CH:4][CH:3]=1.[C:17](OC(=O)C)(=[O:19])[CH3:18]. Product: [C:17]([O:1][C:2]1[CH:3]=[CH:4][C:5]([C:8]2[CH:13]=[CH:12][C:11]([C:14]([OH:16])=[O:15])=[CH:10][CH:9]=2)=[CH:6][CH:7]=1)(=[O:19])[CH3:18]. The catalyst class is: 445. (5) Reactant: [CH2:1]([N:3]([CH2:11][C:12]1[N:13]=[C:14]2[S:21][C:20]([CH3:22])=[C:19]([CH:23]=O)[N:15]2[C:16](=[O:18])[CH:17]=1)[C:4]1[CH:9]=[CH:8][C:7]([F:10])=[CH:6][CH:5]=1)[CH3:2].Cl.[CH3:26][NH:27][CH3:28].C(N(CC)CC)C.C([BH3-])#N.[Na+]. Product: [CH3:26][N:27]([CH2:23][C:19]1[N:15]2[C:16](=[O:18])[CH:17]=[C:12]([CH2:11][N:3]([CH2:1][CH3:2])[C:4]3[CH:9]=[CH:8][C:7]([F:10])=[CH:6][CH:5]=3)[N:13]=[C:14]2[S:21][C:20]=1[CH3:22])[CH3:28]. The catalyst class is: 5. (6) Reactant: [CH2:1]([N:8]1[C:16]2[C:11](=[C:12]([C:17]3[CH:22]=[CH:21][C:20]([O:23][C:24]([F:27])([F:26])[F:25])=[CH:19][CH:18]=3)[CH:13]=[CH:14][CH:15]=2)[C:10]([C:28](=[O:34])[C:29]([O:31]CC)=[O:30])=[CH:9]1)[C:2]1[CH:7]=[CH:6][CH:5]=[CH:4][CH:3]=1.[OH-].[K+]. Product: [CH2:1]([N:8]1[C:16]2[C:11](=[C:12]([C:17]3[CH:22]=[CH:21][C:20]([O:23][C:24]([F:27])([F:25])[F:26])=[CH:19][CH:18]=3)[CH:13]=[CH:14][CH:15]=2)[C:10]([C:28](=[O:34])[C:29]([OH:31])=[O:30])=[CH:9]1)[C:2]1[CH:3]=[CH:4][CH:5]=[CH:6][CH:7]=1. The catalyst class is: 20. (7) Reactant: C(OC(=O)[NH:7][CH2:8][CH:9]([NH:15][C:16]1[N:21]=[C:20]([C:22]2[C:30]3[C:25](=[N:26][C:27]([NH:31][CH2:32][CH2:33][N:34]4[CH2:39][CH2:38][O:37][CH2:36][CH2:35]4)=[N:28][CH:29]=3)[NH:24][N:23]=2)[CH:19]=[CH:18][N:17]=1)[C:10]1[CH:14]=[CH:13][S:12][CH:11]=1)(C)(C)C.Cl. Product: [N:34]1([CH2:33][CH2:32][NH:31][C:27]2[N:26]=[C:25]3[NH:24][N:23]=[C:22]([C:20]4[CH:19]=[CH:18][N:17]=[C:16]([NH:15][CH:9]([C:10]5[CH:14]=[CH:13][S:12][CH:11]=5)[CH2:8][NH2:7])[N:21]=4)[C:30]3=[CH:29][N:28]=2)[CH2:39][CH2:38][O:37][CH2:36][CH2:35]1. The catalyst class is: 14.